From a dataset of Full USPTO retrosynthesis dataset with 1.9M reactions from patents (1976-2016). Predict the reactants needed to synthesize the given product. (1) Given the product [F:1][C:2]([F:12])([F:11])[C:3]1[CH:8]=[CH:7][CH:6]=[CH:5][C:4]=1[CH:19]([OH:20])[C:18]1[CH:21]=[CH:22][C:15]([S:14][CH3:13])=[CH:16][CH:17]=1, predict the reactants needed to synthesize it. The reactants are: [F:1][C:2]([F:12])([F:11])[C:3]1[CH:8]=[CH:7][CH:6]=[CH:5][C:4]=1[Mg]Br.[CH3:13][S:14][C:15]1[CH:22]=[CH:21][C:18]([CH:19]=[O:20])=[CH:17][CH:16]=1.FC(F)(F)C1C=C(Cl)C=CC=1C(O)C1C=CC=CC=1. (2) Given the product [C:1]([O:5][C:6](=[O:20])[NH:7][CH2:8][CH2:9][N:10]1[C:18]2[C:17]([NH:21][C:22]3[CH:23]=[C:24]4[C:28](=[CH:29][CH:30]=3)[N:27]([CH2:31][C:32]3[CH:44]=[CH:43][CH:42]=[C:34]([C:35]([NH:37][C:38]([CH3:41])([CH3:40])[CH3:39])=[O:36])[CH:33]=3)[CH:26]=[CH:25]4)=[N:16][CH:15]=[N:14][C:13]=2[CH:12]=[CH:11]1)([CH3:4])([CH3:3])[CH3:2], predict the reactants needed to synthesize it. The reactants are: [C:1]([O:5][C:6](=[O:20])[NH:7][CH2:8][CH2:9][N:10]1[C:18]2[C:17](Cl)=[N:16][CH:15]=[N:14][C:13]=2[CH:12]=[CH:11]1)([CH3:4])([CH3:3])[CH3:2].[NH2:21][C:22]1[CH:23]=[C:24]2[C:28](=[CH:29][CH:30]=1)[N:27]([CH2:31][C:32]1[CH:33]=[C:34]([CH:42]=[CH:43][CH:44]=1)[C:35]([NH:37][C:38]([CH3:41])([CH3:40])[CH3:39])=[O:36])[CH:26]=[CH:25]2.